Dataset: Merck oncology drug combination screen with 23,052 pairs across 39 cell lines. Task: Regression. Given two drug SMILES strings and cell line genomic features, predict the synergy score measuring deviation from expected non-interaction effect. Drug 1: CN(Cc1cnc2nc(N)nc(N)c2n1)c1ccc(C(=O)NC(CCC(=O)O)C(=O)O)cc1. Drug 2: Cn1c(=O)n(-c2ccc(C(C)(C)C#N)cc2)c2c3cc(-c4cnc5ccccc5c4)ccc3ncc21. Cell line: VCAP. Synergy scores: synergy=-30.6.